This data is from NCI-60 drug combinations with 297,098 pairs across 59 cell lines. The task is: Regression. Given two drug SMILES strings and cell line genomic features, predict the synergy score measuring deviation from expected non-interaction effect. Drug 1: C1CCC(CC1)NC(=O)N(CCCl)N=O. Drug 2: CC1CCCC2(C(O2)CC(NC(=O)CC(C(C(=O)C(C1O)C)(C)C)O)C(=CC3=CSC(=N3)C)C)C. Cell line: UACC-257. Synergy scores: CSS=-3.61, Synergy_ZIP=-1.08, Synergy_Bliss=-4.44, Synergy_Loewe=-8.67, Synergy_HSA=-7.32.